Dataset: Catalyst prediction with 721,799 reactions and 888 catalyst types from USPTO. Task: Predict which catalyst facilitates the given reaction. The catalyst class is: 773. Reactant: [CH3:1][C:2]1([CH3:10])[C@H:8]2[CH2:9][C@@H:3]1[CH2:4][CH2:5][C:6]2=[CH2:7].B1C2CCCC1CCC2.C([O-])(C)(C)C.[K+].Br[CH2:27][C:28]([C:30]1[CH:35]=[CH:34][CH:33]=[CH:32][CH:31]=1)=[O:29]. Product: [CH3:1][C:2]1([CH3:10])[CH:8]2[CH2:9][CH:3]1[CH2:4][CH2:5][CH:6]2[CH2:7][CH2:27][C:28]([C:30]1[CH:35]=[CH:34][CH:33]=[CH:32][CH:31]=1)=[O:29].